From a dataset of Peptide-MHC class I binding affinity with 185,985 pairs from IEDB/IMGT. Regression. Given a peptide amino acid sequence and an MHC pseudo amino acid sequence, predict their binding affinity value. This is MHC class I binding data. (1) The peptide sequence is FTGEYLLRL. The MHC is HLA-A68:02 with pseudo-sequence HLA-A68:02. The binding affinity (normalized) is 0.0847. (2) The peptide sequence is CNDTNYSGF. The MHC is HLA-A68:01 with pseudo-sequence HLA-A68:01. The binding affinity (normalized) is 0.465.